From a dataset of Reaction yield outcomes from USPTO patents with 853,638 reactions. Predict the reaction yield, written as a fraction of the theoretical maximum amount of product (1.0 means a 100% yield; for example, 0.34 means a 34% yield). (1) The reactants are [Si:1]([O:8][CH2:9][C:10]1[N:11]=[C:12]([N:15]2[CH2:21][CH:20]3[O:22][CH:17]([CH2:18][CH2:19]3)[CH2:16]2)[S:13][CH:14]=1)([C:4]([CH3:7])([CH3:6])[CH3:5])([CH3:3])[CH3:2].[Li][CH2:24]CCC.IC. The catalyst is C1COCC1. The product is [Si:1]([O:8][CH2:9][C:10]1[N:11]=[C:12]([N:15]2[CH2:21][CH:20]3[O:22][CH:17]([CH2:18][CH2:19]3)[CH2:16]2)[S:13][C:14]=1[CH3:24])([C:4]([CH3:5])([CH3:6])[CH3:7])([CH3:2])[CH3:3]. The yield is 0.710. (2) The reactants are [OH-:1].[Na+].[CH3:3][O:4][C:5]1[CH:6]=[C:7]([CH:13]([CH3:16])[C:14]#N)[CH:8]=[C:9]([O:11][CH3:12])[CH:10]=1.C(O)CCC.[OH2:22]. The catalyst is CCCCCC. The product is [CH3:3][O:4][C:5]1[CH:6]=[C:7]([CH:13]([CH3:16])[C:14]([OH:22])=[O:1])[CH:8]=[C:9]([O:11][CH3:12])[CH:10]=1. The yield is 0.880. (3) The reactants are [CH3:1][C:2]1[C:7]([CH:8]([N:14]2[CH2:19][CH2:18][N:17]([CH3:20])[CH2:16][CH2:15]2)[C:9]([O:11]CC)=O)=[CH:6][CH:5]=[C:4]([CH3:21])[N:3]=1.[OH-].[K+].[F:24][C:25]([F:39])([F:38])[C:26]1[CH:27]=[C:28]([NH:36][NH2:37])[CH:29]=[C:30]([C:32]([F:35])([F:34])[F:33])[CH:31]=1.CCN(C(C)C)C(C)C.C1CN([P+](ON2N=NC3C=CC=CC2=3)(N2CCCC2)N2CCCC2)CC1.F[P-](F)(F)(F)(F)F. The yield is 0.0600. The catalyst is CO.O.C1COCC1. The product is [F:24][C:25]([F:38])([F:39])[C:26]1[CH:27]=[C:28]([NH:36][NH:37][C:9](=[O:11])[CH:8]([C:7]2[C:2]([CH3:1])=[N:3][C:4]([CH3:21])=[CH:5][CH:6]=2)[N:14]2[CH2:15][CH2:16][N:17]([CH3:20])[CH2:18][CH2:19]2)[CH:29]=[C:30]([C:32]([F:35])([F:33])[F:34])[CH:31]=1.